Dataset: Forward reaction prediction with 1.9M reactions from USPTO patents (1976-2016). Task: Predict the product of the given reaction. (1) Given the reactants Br[C:2]1[CH:10]=[C:9]2[C:5]([CH2:6][CH2:7][N:8]2[C:11]([O:13][C:14]([CH3:17])([CH3:16])[CH3:15])=[O:12])=[CH:4][CH:3]=1.[CH2:18]([Sn](CCCC)(CCCC)C=C)[CH2:19]CC.CC1C=CC=C(C)C=1CN1C2C(=CC=C(CC(O)=O)C=2)C(C)=N1, predict the reaction product. The product is: [CH:18]([C:2]1[CH:10]=[C:9]2[C:5]([CH2:6][CH2:7][N:8]2[C:11]([O:13][C:14]([CH3:17])([CH3:16])[CH3:15])=[O:12])=[CH:4][CH:3]=1)=[CH2:19]. (2) Given the reactants [NH2:1][C:2]1[CH:7]=[CH:6][N:5]=[CH:4][C:3]=1[O:8][C:9]1[CH:10]=[N:11][CH:12]=[C:13]([CH:18]=1)[C:14]([O:16][CH3:17])=[O:15].C(N(C(C)C)CC)(C)C.[CH3:28][C:29]([O:32][C:33](O[C:33]([O:32][C:29]([CH3:31])([CH3:30])[CH3:28])=[O:34])=[O:34])([CH3:31])[CH3:30], predict the reaction product. The product is: [C:29]([O:32][C:33]([NH:1][C:2]1[CH:7]=[CH:6][N:5]=[CH:4][C:3]=1[O:8][C:9]1[CH:10]=[N:11][CH:12]=[C:13]([CH:18]=1)[C:14]([O:16][CH3:17])=[O:15])=[O:34])([CH3:31])([CH3:30])[CH3:28]. (3) The product is: [CH:1]([N:4]([CH2:35][CH3:36])[C@@H:5]1[CH2:10][CH2:9][C@H:8]([N:11]2[CH2:16][CH2:15][C:14]([C:17]3[CH:22]=[CH:21][CH:20]=[C:19]([C:23]([F:26])([F:24])[F:25])[CH:18]=3)=[CH:13][C:12]2=[O:27])[C@H:7]([CH2:28][S:29]([CH:32]([CH3:34])[CH3:33])(=[O:30])=[O:31])[CH2:6]1)([CH3:3])[CH3:2]. Given the reactants [CH:1]([NH:4][C@H:5]1[CH2:10][CH2:9][C@@H:8]([N:11]2[CH2:16][CH2:15][C:14]([C:17]3[CH:22]=[CH:21][CH:20]=[C:19]([C:23]([F:26])([F:25])[F:24])[CH:18]=3)=[CH:13][C:12]2=[O:27])[C@H:7]([CH2:28][S:29]([CH:32]([CH3:34])[CH3:33])(=[O:31])=[O:30])[CH2:6]1)([CH3:3])[CH3:2].[CH:35](=O)[CH3:36].C([BH3-])#N.[Na+], predict the reaction product. (4) Given the reactants [NH2:1][C:2]1[CH:3]=[N:4][CH:5]=[CH:6][CH:7]=1.C(N(CC)CC)C.[N+:15]([C:18]1[CH:19]=[C:20]([CH:24]=[CH:25][CH:26]=1)[C:21](Cl)=[O:22])([O-:17])=[O:16], predict the reaction product. The product is: [N+:15]([C:18]1[CH:19]=[C:20]([CH:24]=[CH:25][CH:26]=1)[C:21]([NH:1][C:2]1[CH:3]=[N:4][CH:5]=[CH:6][CH:7]=1)=[O:22])([O-:17])=[O:16]. (5) Given the reactants [F:1][C:2]1[CH:10]=[C:9]2[C:5]([CH2:6][C:7](=[O:17])[N:8]2[CH:11]2[CH2:16][CH2:15][NH:14][CH2:13][CH2:12]2)=[CH:4][C:3]=1[C:18]([NH:20][CH3:21])=[O:19].C(N(CC)CC)C.[Cl:29][CH2:30][C:31]([N:33]1[CH2:38][CH2:37][C:36]([CH3:40])([CH3:39])[CH2:35][CH2:34]1)=[O:32], predict the reaction product. The product is: [Cl-:29].[CH3:39][C:36]1([CH3:40])[CH2:35][CH2:34][N:33]([C:31](=[O:32])[CH2:30][NH+:14]2[CH2:15][CH2:16][CH:11]([N:8]3[C:9]4[C:5](=[CH:4][C:3]([C:18]([NH:20][CH3:21])=[O:19])=[C:2]([F:1])[CH:10]=4)[CH2:6][C:7]3=[O:17])[CH2:12][CH2:13]2)[CH2:38][CH2:37]1. (6) Given the reactants C([O:5][C:6](=O)[C:7]1[CH:12]=[CH:11][C:10]([OH:13])=[C:9]([C:14]([CH3:17])([CH3:16])[CH3:15])[CH:8]=1)(C)(C)C.C1CCC([N:25]=C=NC2CCCCC2)CC1.C1C=CC2N(O)N=NC=2C=1.[OH-].[NH4+], predict the reaction product. The product is: [C:14]([C:9]1[CH:8]=[C:7]([CH:12]=[CH:11][C:10]=1[OH:13])[C:6]([NH2:25])=[O:5])([CH3:17])([CH3:16])[CH3:15].